From a dataset of Peptide-MHC class II binding affinity with 134,281 pairs from IEDB. Regression. Given a peptide amino acid sequence and an MHC pseudo amino acid sequence, predict their binding affinity value. This is MHC class II binding data. (1) The peptide sequence is LVGPFNFRFMSKGGM. The MHC is DRB1_0901 with pseudo-sequence DRB1_0901. The binding affinity (normalized) is 0.575. (2) The peptide sequence is IKGGNASFMISFDDI. The MHC is DRB1_0101 with pseudo-sequence DRB1_0101. The binding affinity (normalized) is 0.405. (3) The peptide sequence is RRCKNIPQPVRALLE. The MHC is DRB1_0405 with pseudo-sequence DRB1_0405. The binding affinity (normalized) is 0.336. (4) The peptide sequence is SGILQLFVFLVLAGR. The MHC is DRB1_0101 with pseudo-sequence DRB1_0101. The binding affinity (normalized) is 0.328. (5) The peptide sequence is IVKWKREEHYIVLSS. The binding affinity (normalized) is 0.660. The MHC is DRB1_0101 with pseudo-sequence DRB1_0101. (6) The peptide sequence is EKTYFAATQFEPLAA. The MHC is HLA-DPA10201-DPB10501 with pseudo-sequence HLA-DPA10201-DPB10501. The binding affinity (normalized) is 0.659. (7) The peptide sequence is KYQEFFWDANDIYRI. The MHC is DRB3_0101 with pseudo-sequence DRB3_0101. The binding affinity (normalized) is 0.808. (8) The peptide sequence is TDLIKNQCVNFNFNG. The MHC is DRB1_0401 with pseudo-sequence DRB1_0401. The binding affinity (normalized) is 0.624. (9) The peptide sequence is YDKFCANVSTVLTGK. The MHC is DRB1_0802 with pseudo-sequence DRB1_0802. The binding affinity (normalized) is 0.158. (10) The peptide sequence is HYLALLVKYAAGDGN. The MHC is DRB1_1501 with pseudo-sequence DRB1_1501. The binding affinity (normalized) is 0.560.